Dataset: Forward reaction prediction with 1.9M reactions from USPTO patents (1976-2016). Task: Predict the product of the given reaction. Given the reactants [CH2:1]1[CH:6]2[CH2:7][C:8]3([NH2:11])[CH2:10][CH:4]([CH2:5]2)[CH2:3][CH:2]1[CH2:9]3.Cl[CH2:13][C:14]1[CH:18]=[C:17]([CH2:19][N:20]2[CH2:25][CH2:24][O:23][CH2:22][CH2:21]2)[O:16][N:15]=1, predict the reaction product. The product is: [O:23]1[CH2:24][CH2:25][N:20]([CH2:19][C:17]2[O:16][N:15]=[C:14]([CH2:13][NH:11][C:8]34[CH2:10][CH:4]5[CH2:5][CH:6]([CH2:1][CH:2]([CH2:3]5)[CH2:9]3)[CH2:7]4)[CH:18]=2)[CH2:21][CH2:22]1.